Task: Predict the reactants needed to synthesize the given product.. Dataset: Full USPTO retrosynthesis dataset with 1.9M reactions from patents (1976-2016) (1) Given the product [NH2:1][CH2:4][CH2:5][CH2:6][CH2:7][O:8][C:9]1[N:18]=[C:17]([NH:19][CH2:20][C:21]2[CH:26]=[CH:25][CH:24]=[C:23]([C:27]([F:29])([F:30])[F:28])[CH:22]=2)[C:16]2[C:11](=[CH:12][CH:13]=[C:14]([CH:31]([C:32]3[CH:33]=[CH:34][C:35]([Cl:38])=[CH:36][CH:37]=3)[C:39]3[CH:44]=[CH:43][C:42]([Cl:45])=[CH:41][CH:40]=3)[CH:15]=2)[N:10]=1, predict the reactants needed to synthesize it. The reactants are: [N:1]([CH2:4][CH2:5][CH2:6][CH2:7][O:8][C:9]1[N:18]=[C:17]([NH:19][CH2:20][C:21]2[CH:26]=[CH:25][CH:24]=[C:23]([C:27]([F:30])([F:29])[F:28])[CH:22]=2)[C:16]2[C:11](=[CH:12][CH:13]=[C:14]([CH:31]([C:39]3[CH:44]=[CH:43][C:42]([Cl:45])=[CH:41][CH:40]=3)[C:32]3[CH:37]=[CH:36][C:35]([Cl:38])=[CH:34][CH:33]=3)[CH:15]=2)[N:10]=1)=[N+]=[N-].C1C=CC(P(C2C=CC=CC=2)C2C=CC=CC=2)=CC=1.[OH-].[Na+].O1CCCC1. (2) Given the product [C:26]1([C:32]2[C:33]([C:47]3[CH:48]=[CH:49][C:50]([CH2:11][N:8]4[CH2:7][CH2:6][CH:5]([C:3]5[N:25]=[C:24]([C:19]6[CH:20]=[CH:21][CH:22]=[CH:23][N:18]=6)[NH:2][N:1]=5)[CH2:10][CH2:9]4)=[CH:53][CH:54]=3)=[N:34][C:35]3[N:36]([N:38]=[CH:39][C:40]=3[C:41]#[C:42][Si:43]([CH3:44])([CH3:45])[CH3:46])[CH:37]=2)[CH:31]=[CH:30][CH:29]=[CH:28][CH:27]=1, predict the reactants needed to synthesize it. The reactants are: [NH:1]([C:3]([CH:5]1[CH2:10][CH2:9][N:8]([C:11](OC(C)(C)C)=O)[CH2:7][CH2:6]1)=O)[NH2:2].[N:18]1[CH:23]=[CH:22][CH:21]=[CH:20][C:19]=1[C:24]#[N:25].[C:26]1([C:32]2[C:33]([C:47]3[CH:54]=[CH:53][C:50](C=O)=[CH:49][CH:48]=3)=[N:34][C:35]3[N:36]([N:38]=[CH:39][C:40]=3[C:41]#[C:42][Si:43]([CH3:46])([CH3:45])[CH3:44])[CH:37]=2)[CH:31]=[CH:30][CH:29]=[CH:28][CH:27]=1.[BH-](OC(C)=O)(OC(C)=O)OC(C)=O.[Na+]. (3) Given the product [C:8]([O:12][C:13](=[O:32])[NH:14][C@H:15]([C:19]1[CH:24]=[C:23]([C:25]2[C:30]([NH:31][C:3](=[O:4])[C@H:2]([CH3:1])[CH:6]=[CH2:7])=[CH:29][CH:28]=[CH:27][N:26]=2)[CH:22]=[CH:21][N:20]=1)[CH2:16][CH:17]=[CH2:18])([CH3:9])([CH3:10])[CH3:11], predict the reactants needed to synthesize it. The reactants are: [CH3:1][C@H:2]([CH:6]=[CH2:7])[C:3](O)=[O:4].[C:8]([O:12][C:13](=[O:32])[NH:14][C@H:15]([C:19]1[CH:24]=[C:23]([C:25]2[C:30]([NH2:31])=[CH:29][CH:28]=[CH:27][N:26]=2)[CH:22]=[CH:21][N:20]=1)[CH2:16][CH:17]=[CH2:18])([CH3:11])([CH3:10])[CH3:9].N1C=CC=CC=1.C(P1(=O)OP(CCC)(=O)OP(CCC)(=O)O1)CC. (4) Given the product [F:26][C:25]([F:28])([F:27])[C:4]1[C:5]([C:13]([O:15][CH2:16][CH3:17])=[O:14])=[CH:6][N:7]2[C:12]=1[CH:11]=[CH:10][CH:9]=[CH:8]2, predict the reactants needed to synthesize it. The reactants are: [F-].[K+].I[C:4]1[C:5]([C:13]([O:15][CH2:16][CH3:17])=[O:14])=[CH:6][N:7]2[C:12]=1[CH:11]=[CH:10][CH:9]=[CH:8]2.CN(C=O)C.C[Si](C)(C)[C:25]([F:28])([F:27])[F:26]. (5) Given the product [CH:24]([C:26]1[CH:31]=[C:30]([C:21]2[S:20][C:14]3=[N:15][CH:16]=[C:17]([C:18]#[N:19])[C:12]([NH:11][C:7]4[CH:6]=[C:5]5[C:10](=[CH:9][CH:8]=4)[NH:2][CH:3]=[CH:4]5)=[C:13]3[CH:22]=2)[CH:29]=[CH:28][CH:27]=1)=[O:25], predict the reactants needed to synthesize it. The reactants are: Cl.[NH:2]1[C:10]2[C:5](=[CH:6][C:7]([NH:11][C:12]3[C:17]([C:18]#[N:19])=[CH:16][N:15]=[C:14]4[S:20][C:21](I)=[CH:22][C:13]=34)=[CH:8][CH:9]=2)[CH:4]=[CH:3]1.[CH:24]([C:26]1[CH:27]=[C:28](B(O)O)[CH:29]=[CH:30][CH:31]=1)=[O:25]. (6) Given the product [NH2:1][CH2:4][CH2:5][C:6]1[CH:11]=[CH:10][C:9]([O:12][CH2:13][CH2:14][CH2:15][CH2:16][CH2:17][CH2:18][CH2:19][CH2:20][CH2:21][CH2:22][CH2:23][CH3:24])=[C:8]([O:25][CH3:26])[CH:7]=1, predict the reactants needed to synthesize it. The reactants are: [N+:1]([CH:4]=[CH:5][C:6]1[CH:11]=[CH:10][C:9]([O:12][CH2:13][CH2:14][CH2:15][CH2:16][CH2:17][CH2:18][CH2:19][CH2:20][CH2:21][CH2:22][CH2:23][CH3:24])=[C:8]([O:25][CH3:26])[CH:7]=1)([O-])=O.[H-].[H-].[H-].[H-].[Li+].[Al+3].O.[OH-].[Na+].